From a dataset of Full USPTO retrosynthesis dataset with 1.9M reactions from patents (1976-2016). Predict the reactants needed to synthesize the given product. (1) Given the product [Cl:24][C:25]1[C:26]([F:33])=[C:27]([C:31]#[C:32][C:18]2[CH:19]=[CH:20][C:15]([N:11]3[C:12](=[O:14])[NH:13][C:9]([C:3]4[C:4]([F:8])=[CH:5][CH:6]=[CH:7][C:2]=4[Cl:1])=[N:10]3)=[CH:16][C:17]=2[O:22][CH3:23])[CH:28]=[CH:29][CH:30]=1, predict the reactants needed to synthesize it. The reactants are: [Cl:1][C:2]1[CH:7]=[CH:6][CH:5]=[C:4]([F:8])[C:3]=1[C:9]1[NH:13][C:12](=[O:14])[N:11]([C:15]2[CH:20]=[CH:19][C:18](I)=[C:17]([O:22][CH3:23])[CH:16]=2)[N:10]=1.[Cl:24][C:25]1[CH:30]=[CH:29][CH:28]=[C:27]([C:31]#[CH:32])[C:26]=1[F:33]. (2) Given the product [CH:26]1[C:27]2[C:22](=[CH:21][CH:20]=[CH:19][CH:18]=2)[CH:23]=[CH:24][C:25]=1[O:1][C:2]([CH2:4][C:5]1[C:6](=[O:17])[CH2:7][CH:8]([OH:10])[CH:9]=1)=[O:3], predict the reactants needed to synthesize it. The reactants are: [OH:1][C:2]([CH2:4][C:5]1[C:6](=[O:17])[CH2:7][CH:8]([O:10]C2CCCCO2)[CH:9]=1)=[O:3].[CH:18]1[C:27]2[C:22](=[CH:23][CH:24]=[CH:25][CH:26]=2)[CH:21]=[CH:20][C:19]=1O.C1(N=C=NC2CCCCC2)CCCCC1.